Dataset: Peptide-MHC class I binding affinity with 185,985 pairs from IEDB/IMGT. Task: Regression. Given a peptide amino acid sequence and an MHC pseudo amino acid sequence, predict their binding affinity value. This is MHC class I binding data. (1) The peptide sequence is ARYARAAAA. The MHC is HLA-B14:02 with pseudo-sequence HLA-B14:02. The binding affinity (normalized) is 0.691. (2) The peptide sequence is SDLANSHQRS. The MHC is H-2-Kb with pseudo-sequence H-2-Kb. The binding affinity (normalized) is 0. (3) The binding affinity (normalized) is 0. The MHC is HLA-B38:01 with pseudo-sequence HLA-B38:01. The peptide sequence is SEIDLILGY. (4) The peptide sequence is AFYHLPLHPA. The MHC is Patr-A0401 with pseudo-sequence Patr-A0401. The binding affinity (normalized) is 0.269. (5) The peptide sequence is KSFLWTQSL. The MHC is HLA-B57:01 with pseudo-sequence HLA-B57:01. The binding affinity (normalized) is 0.689. (6) The peptide sequence is TVYPKTHYV. The MHC is HLA-B15:01 with pseudo-sequence HLA-B15:01. The binding affinity (normalized) is 0.297. (7) The peptide sequence is MLREGNQAF. The MHC is HLA-B15:09 with pseudo-sequence HLA-B15:09. The binding affinity (normalized) is 0.0847. (8) The peptide sequence is RSLFNTIAVLY. The MHC is HLA-B15:17 with pseudo-sequence HLA-B15:17. The binding affinity (normalized) is 0.581.